This data is from Catalyst prediction with 721,799 reactions and 888 catalyst types from USPTO. The task is: Predict which catalyst facilitates the given reaction. (1) Reactant: [O:1]1[C:6]2[CH:7]=[CH:8][CH:9]=[CH:10][C:5]=2[O:4][CH2:3][CH2:2]1.[Br:11]N1C(=O)CCC1=O. Product: [Br:11][C:9]1[CH:8]=[CH:7][C:6]2[O:1][CH2:2][CH2:3][O:4][C:5]=2[CH:10]=1. The catalyst class is: 9. (2) Reactant: [Cl:1][C:2]1[CH:7]=[C:6]([F:8])[CH:5]=[CH:4][C:3]=1[C:9]1[S:13][C:12]([C:14]([OH:16])=O)=[CH:11][C:10]=1[C:17]1[CH:22]=[CH:21][C:20]([O:23][CH2:24][CH2:25][CH2:26][S:27]([CH3:30])(=[O:29])=[O:28])=[CH:19][CH:18]=1.[F:31][C:32]1([F:47])[CH2:37][CH2:36][N:35]([C:38]2([C:44]([NH2:46])=[O:45])[CH2:43][CH2:42][NH:41][CH2:40][CH2:39]2)[CH2:34][CH2:33]1.CN(C(ON1N=NC2C=CC=CC1=2)=[N+](C)C)C.[B-](F)(F)(F)F.Cl. Product: [ClH:1].[Cl:1][C:2]1[CH:7]=[C:6]([F:8])[CH:5]=[CH:4][C:3]=1[C:9]1[S:13][C:12]([C:14]([N:41]2[CH2:40][CH2:39][C:38]([C:44]([NH2:46])=[O:45])([N:35]3[CH2:34][CH2:33][C:32]([F:31])([F:47])[CH2:37][CH2:36]3)[CH2:43][CH2:42]2)=[O:16])=[CH:11][C:10]=1[C:17]1[CH:22]=[CH:21][C:20]([O:23][CH2:24][CH2:25][CH2:26][S:27]([CH3:30])(=[O:28])=[O:29])=[CH:19][CH:18]=1. The catalyst class is: 624. (3) The catalyst class is: 2. Reactant: [CH:1]([C:4]1[C:19]([O:20][C:21]2([CH3:32])[CH2:24][N:23](C(OC(C)(C)C)=O)[CH2:22]2)=[CH:18][C:7]2[N:8]3[C@H:13]([CH3:14])[C:12](=[O:15])[NH:11][N:10]=[C:9]3[CH2:16][O:17][C:6]=2[CH:5]=1)([CH3:3])[CH3:2].[C:33]([OH:39])([C:35]([F:38])([F:37])[F:36])=[O:34]. Product: [F:36][C:35]([F:38])([F:37])[C:33]([OH:39])=[O:34].[CH:1]([C:4]1[C:19]([O:20][C:21]2([CH3:32])[CH2:22][NH:23][CH2:24]2)=[CH:18][C:7]2[N:8]3[C@H:13]([CH3:14])[C:12](=[O:15])[NH:11][N:10]=[C:9]3[CH2:16][O:17][C:6]=2[CH:5]=1)([CH3:3])[CH3:2].